From a dataset of CYP1A2 inhibition data for predicting drug metabolism from PubChem BioAssay. Regression/Classification. Given a drug SMILES string, predict its absorption, distribution, metabolism, or excretion properties. Task type varies by dataset: regression for continuous measurements (e.g., permeability, clearance, half-life) or binary classification for categorical outcomes (e.g., BBB penetration, CYP inhibition). Dataset: cyp1a2_veith. (1) The result is 1 (inhibitor). The compound is COc1ccccc1/C=C/C(=O)c1ccc(Cl)cc1. (2) The molecule is O=C(Oc1ccccc1)N1CCC2(CC1)CN(c1ccccn1)C2. The result is 0 (non-inhibitor). (3) The compound is COCCNc1ncnc2ccc(-c3ccccc3C)cc12. The result is 1 (inhibitor). (4) The compound is N=C(N)SCc1ccc(Cl)c2ccccc12.O=[N+]([O-])c1ccc(O)c([N+](=O)[O-])c1. The result is 1 (inhibitor). (5) The drug is Cc1ccc(C)c(CN2C(=O)C3CCCN3c3ccc(C#N)cc32)c1. The result is 1 (inhibitor). (6) The drug is CC(NC(=O)CCSc1nc(-c2ccco2)cc(C(F)(F)F)n1)c1ccccc1. The result is 1 (inhibitor). (7) The molecule is CCCn1c(=O)c2[nH]c(C3CCCC3)nc2n(CCCOC(=O)c2ccc(S(=O)(=O)F)cc2)c1=O. The result is 0 (non-inhibitor). (8) The molecule is COC(=O)[C@H](C)NC(=O)C/C=C\[C@@H](C)CO. The result is 0 (non-inhibitor).